This data is from Full USPTO retrosynthesis dataset with 1.9M reactions from patents (1976-2016). The task is: Predict the reactants needed to synthesize the given product. (1) Given the product [CH:28]1([C:26]2[NH:25][N:24]=[C:23]([NH:22][C:11]3[C:10]([CH2:9][OH:8])=[CH:15][N:14]=[C:13]([C:16]4[CH:21]=[CH:20][CH:19]=[CH:18][CH:17]=4)[N:12]=3)[CH:27]=2)[CH2:29][CH2:30]1, predict the reactants needed to synthesize it. The reactants are: [Si]([O:8][CH2:9][C:10]1[C:11]([NH:22][C:23]2[CH:27]=[C:26]([CH:28]3[CH2:30][CH2:29]3)[NH:25][N:24]=2)=[N:12][C:13]([C:16]2[CH:21]=[CH:20][CH:19]=[CH:18][CH:17]=2)=[N:14][CH:15]=1)(C(C)(C)C)(C)C.CCCC[N+](CCCC)(CCCC)CCCC.[F-]. (2) The reactants are: [NH2:1][C:2]1[CH:3]=[N:4][CH:5]=[CH:6][CH:7]=1.[CH3:8][S:9][C:10](SC)=[N:11][C:12]#[N:13]. Given the product [C:12]([N:11]=[C:10]([S:9][CH3:8])[NH:1][C:2]1[CH:3]=[N:4][CH:5]=[CH:6][CH:7]=1)#[N:13], predict the reactants needed to synthesize it. (3) The reactants are: [O:1]1[CH2:6][CH2:5][CH2:4][CH2:3][CH:2]1[N:7]1[CH:11]=[C:10](B2OC(C)(C)C(C)(C)O2)[CH:9]=[N:8]1.Cl[C:22]1[N:31]=[C:30]([CH:32]2[CH2:34][CH2:33]2)[C:29]2[CH2:28][N:27]([C:35]3[CH:44]=[C:43]4[C:38]([CH2:39][CH2:40][CH:41]([C:45]5[C:50]([F:51])=[CH:49][CH:48]=[CH:47][N:46]=5)[O:42]4)=[CH:37][C:36]=3[Cl:52])[C:26](=[O:53])[NH:25][C:24]=2[CH:23]=1. Given the product [Cl:52][C:36]1[CH:37]=[C:38]2[C:43](=[CH:44][C:35]=1[N:27]1[CH2:28][C:29]3[C:30]([CH:32]4[CH2:33][CH2:34]4)=[N:31][C:22]([C:11]4[N:7]([CH:2]5[CH2:3][CH2:4][CH2:5][CH2:6][O:1]5)[N:8]=[CH:9][CH:10]=4)=[CH:23][C:24]=3[NH:25][C:26]1=[O:53])[O:42][CH:41]([C:45]1[C:50]([F:51])=[CH:49][CH:48]=[CH:47][N:46]=1)[CH2:40][CH2:39]2, predict the reactants needed to synthesize it. (4) Given the product [C:1]([O:5][C:6](=[O:7])[NH:8][CH:9]1[CH2:13][CH2:12][N:11]([S:22]([CH3:21])(=[O:24])=[O:23])[CH2:10]1)([CH3:4])([CH3:2])[CH3:3], predict the reactants needed to synthesize it. The reactants are: [C:1]([O:5][C:6]([NH:8][CH:9]1[CH2:13][CH2:12][NH:11][CH2:10]1)=[O:7])([CH3:4])([CH3:3])[CH3:2].C(N(CC)CC)C.[CH3:21][S:22](Cl)(=[O:24])=[O:23]. (5) Given the product [CH3:1][C@H:2]1[CH2:7][O:6][CH2:5][CH2:4][N:3]1[CH2:8][C@H:10]1[CH2:15][N:14]([C:16]([O:18][C:19]([CH3:20])([CH3:21])[CH3:22])=[O:17])[CH2:13][CH2:12][N:11]1[C:23]([O:25][C:26]([CH3:27])([CH3:29])[CH3:28])=[O:24], predict the reactants needed to synthesize it. The reactants are: [CH3:1][C@H:2]1[CH2:7][O:6][CH2:5][CH2:4][N:3]1[C:8]([C@H:10]1[CH2:15][N:14]([C:16]([O:18][C:19]([CH3:22])([CH3:21])[CH3:20])=[O:17])[CH2:13][CH2:12][N:11]1[C:23]([O:25][C:26]([CH3:29])([CH3:28])[CH3:27])=[O:24])=O.B.C1COCC1.C1COCC1.